This data is from Forward reaction prediction with 1.9M reactions from USPTO patents (1976-2016). The task is: Predict the product of the given reaction. (1) Given the reactants [CH3:1][NH:2][C:3]1[C:8]([NH2:9])=[CH:7][C:6]([N+:10]([O-:12])=[O:11])=[CH:5][N:4]=1.[C:13](O)([C:15]([F:18])([F:17])[F:16])=O, predict the reaction product. The product is: [CH3:1][N:2]1[C:3]2=[N:4][CH:5]=[C:6]([N+:10]([O-:12])=[O:11])[CH:7]=[C:8]2[N:9]=[C:13]1[C:15]([F:18])([F:17])[F:16]. (2) Given the reactants C([O:5][C:6](=[O:31])[C:7]1[CH:12]=[CH:11][C:10]([C:13]2[CH2:17][C@:16]([C:22]3[CH:27]=[C:26]([Cl:28])[CH:25]=[C:24]([Cl:29])[CH:23]=3)([C:18]([F:21])([F:20])[F:19])[CH2:15][N:14]=2)=[CH:9][C:8]=1[CH3:30])(C)(C)C.FC(CC(O)=O)(F)F, predict the reaction product. The product is: [Cl:29][C:24]1[CH:23]=[C:22]([C@@:16]2([C:18]([F:20])([F:21])[F:19])[CH2:15][N:14]=[C:13]([C:10]3[CH:11]=[CH:12][C:7]([C:6]([OH:31])=[O:5])=[C:8]([CH3:30])[CH:9]=3)[CH2:17]2)[CH:27]=[C:26]([Cl:28])[CH:25]=1.